From a dataset of Full USPTO retrosynthesis dataset with 1.9M reactions from patents (1976-2016). Predict the reactants needed to synthesize the given product. (1) Given the product [CH3:28][C:29]1[C:34]([C:2]2[N:11]=[C:10]([NH:12][CH2:13][CH:14]([O:21][C:22]3[CH:27]=[CH:26][CH:25]=[CH:24][CH:23]=3)[C:15]3[CH:20]=[CH:19][CH:18]=[CH:17][CH:16]=3)[C:9]3[C:4](=[CH:5][CH:6]=[CH:7][CH:8]=3)[N:3]=2)=[CH:33][N:32]2[CH:38]=[CH:39][N:40]=[C:31]2[CH:30]=1, predict the reactants needed to synthesize it. The reactants are: Cl[C:2]1[N:11]=[C:10]([NH:12][CH2:13][CH:14]([O:21][C:22]2[CH:27]=[CH:26][CH:25]=[CH:24][CH:23]=2)[C:15]2[CH:20]=[CH:19][CH:18]=[CH:17][CH:16]=2)[C:9]2[C:4](=[CH:5][CH:6]=[CH:7][CH:8]=2)[N:3]=1.[CH3:28][C:29]1[C:34](B(O)O)=[CH:33][N:32]2[CH:38]=[CH:39][N:40]=[C:31]2[CH:30]=1.C(NC1C2C(=CC=CC=2)N=C(C2SC3C=CC=CC=3C=2)N=1)(C1C=CC=CC=1)C1C=CC=CC=1. (2) Given the product [Cl:1][C:2]1[CH:7]=[CH:6][C:5]([O:11][C:12]2[CH:13]=[CH:14][C:15]([C:16]([O:18][CH3:19])=[O:17])=[CH:20][CH:21]=2)=[CH:4][CH:3]=1, predict the reactants needed to synthesize it. The reactants are: [Cl:1][C:2]1[CH:7]=[CH:6][C:5](B(O)O)=[CH:4][CH:3]=1.[OH:11][C:12]1[CH:21]=[CH:20][C:15]([C:16]([O:18][CH3:19])=[O:17])=[CH:14][CH:13]=1.